From a dataset of NCI-60 drug combinations with 297,098 pairs across 59 cell lines. Regression. Given two drug SMILES strings and cell line genomic features, predict the synergy score measuring deviation from expected non-interaction effect. Drug 1: C1CCC(C1)C(CC#N)N2C=C(C=N2)C3=C4C=CNC4=NC=N3. Drug 2: CC12CCC(CC1=CCC3C2CCC4(C3CC=C4C5=CN=CC=C5)C)O. Cell line: A549. Synergy scores: CSS=14.4, Synergy_ZIP=-2.93, Synergy_Bliss=3.40, Synergy_Loewe=1.51, Synergy_HSA=2.70.